From a dataset of Full USPTO retrosynthesis dataset with 1.9M reactions from patents (1976-2016). Predict the reactants needed to synthesize the given product. Given the product [CH3:9][O:10][C:11](=[O:41])/[C:12](/[NH:13][C:14](=[O:34])[C:15]1[C:20]([CH3:21])=[CH:19][C:18]([C:22]([NH:24][CH2:25][C:26]2[CH:31]=[CH:30][CH:29]=[C:28]([OH:32])[CH:27]=2)=[O:23])=[CH:17][C:16]=1[Cl:33])=[CH:57]/[C:55]1[CH:54]=[CH:53][C:52]2[N:48]([C:46]([O:45][C:43]([CH3:42])([CH3:59])[CH3:44])=[O:47])[N:49]=[N:50][C:51]=2[CH:56]=1, predict the reactants needed to synthesize it. The reactants are: CN(C)C(N(C)C)=N.[CH3:9][O:10][C:11](=[O:41])[CH:12](P(OC)(OC)=O)[NH:13][C:14](=[O:34])[C:15]1[C:20]([CH3:21])=[CH:19][C:18]([C:22]([NH:24][CH2:25][C:26]2[CH:31]=[CH:30][CH:29]=[C:28]([OH:32])[CH:27]=2)=[O:23])=[CH:17][C:16]=1[Cl:33].[CH3:42][C:43]([CH3:59])([O:45][C:46]([N:48]1[C:52]2[CH:53]=[CH:54][C:55]([CH:57]=O)=[CH:56][C:51]=2[N:50]=[N:49]1)=[O:47])[CH3:44].